Dataset: Reaction yield outcomes from USPTO patents with 853,638 reactions. Task: Predict the reaction yield, written as a fraction of the theoretical maximum amount of product (1.0 means a 100% yield; for example, 0.34 means a 34% yield). The reactants are Cl.[CH3:2][N:3]1[C:7]([C:8]2[CH:9]=[C:10]([NH:14][C:15]([NH:17][CH2:18][CH:19]3[CH2:24][CH2:23][CH2:22][NH:21][CH2:20]3)=[O:16])[CH:11]=[CH:12][CH:13]=2)=[N:6][N:5]=[N:4]1.[F:25][C:26]([F:47])([F:46])[C:27]1[CH:32]=[CH:31][C:30]([CH2:33][CH2:34]OS(C2C=CC(C)=CC=2)(=O)=O)=[CH:29][CH:28]=1.C(N(CC)CC)C. The yield is 0.450. The catalyst is C(#N)C. The product is [CH3:2][N:3]1[C:7]([C:8]2[CH:9]=[C:10]([NH:14][C:15]([NH:17][CH2:18][CH:19]3[CH2:24][CH2:23][CH2:22][N:21]([CH2:34][CH2:33][C:30]4[CH:29]=[CH:28][C:27]([C:26]([F:25])([F:46])[F:47])=[CH:32][CH:31]=4)[CH2:20]3)=[O:16])[CH:11]=[CH:12][CH:13]=2)=[N:6][N:5]=[N:4]1.